This data is from Human Reference Interactome with 51,813 positive PPI pairs across 8,248 proteins, plus equal number of experimentally-validated negative pairs. The task is: Binary Classification. Given two protein amino acid sequences, predict whether they physically interact or not. (1) Protein 1 (ENSG00000189299) has sequence MDLKLKDCEFWYSLHGQVPGLLDWDMRNELFLPCTTDQCSLAEQILAKYRVGVMKPPEMPQKRRPSPDGDGPPCEPNLWMWVDPNILCPLGSQEAPKPSGKEDLTNISPFPQPPQKDEGSNCSEDKVVESLPSSSSEQSPLQKQGIHSPSDFELTEEEAEEPDDNSLQSPEMKCYQSQKLWQINNQEKSWQRPPLNCSHLIALALRNNPHCGLSVQEIYNFTRQHFPFFWTAPDGWKSTIHYNLCFLDSFEKVPDSLKDEDNARPRSCLWKLTKEGHRRFWEETRVLAFAQRERIQECMS.... Protein 2 (ENSG00000184009) has sequence MEEEIAALVIDNGSGMCKAGFAGDDAPRAVFPSIVGRPRHQGVMVGMGQKDSYVGDEAQSKRGILTLKYPIEHGIVTNWDDMEKIWHHTFYNELRVAPEEHPVLLTEAPLNPKANREKMTQIMFETFNTPAMYVAIQAVLSLYASGRTTGIVMDSGDGVTHTVPIYEGYALPHAILRLDLAGRDLTDYLMKILTERGYSFTTTAEREIVRDIKEKLCYVALDFEQEMATAASSSSLEKSYELPDGQVITIGNERFRCPEALFQPSFLGMESCGIHETTFNSIMKCDVDIRKDLYANTVLS.... Result: 0 (the proteins do not interact). (2) Protein 1 (ENSG00000163235) has sequence MVPSAGQLALFALGIVLAACQALENSTSPLSADPPVAAAVVSHFNDCPDSHTQFCFHGTCRFLVQEDKPACVCHSGYVGARCEHADLLAVVAASQKKQAITALVVVSIVALAVLIITCVLIHCCQVRKHCEWCRALICRHEKPSALLKGRTACCHSETVV*MVPSAGQLALFALGIVLAACQALENSTSPLSDPPVAAAVVSHFNDCPDSHTQFCFHGTCRFLVQEDKPACVCHSGYVGARCEHADLLAVVAASQKKQAITALVVVSIVALAVLIITCVLIHCCQVRKHCEWCRALICRH.... Protein 2 (ENSG00000151612) has sequence MPRRKQEQPKRLPSHVSRQEEAEGELSEGEHWYGNSSETPSEASYGEVQENYKLSLEDRIQEQSTSPDTSLGSTTPSSHTLELVALDSEVLRDSLQCQDHLSPGVSSLCDDDPGSNKPLSSNLRRLLEAGSLKLDAAATANGRVESPVNVGSNLSFSPPSHHAQQLSVLARKLAEKQEQNDQYTPSNRFIWNQGKWLPNSTTTCSLSPDSAILKLKAAANAVLQDKSLTRTEETMRFESFSSPFSSQSASSTLAALSKKVSERSLTPGQEHPPPASSFLSLASMTSSAALLKEVAARAAG.... Result: 0 (the proteins do not interact). (3) Protein 1 (ENSG00000074319) has sequence MAVSESQLKKMVSKYKYRDLTVRETVNVITLYKDLKPVLDSYVFNDGSSRELMNLTGTIPVPYRGNTYNIPICLWLLDTYPYNPPICFVKPTSSMTIKTGKHVDANGKIYLPYLHEWKHPQSDLLGLIQVMIVVFGDEPPVFSRPISASYPPYQATGPPNTSYMPGMPGGISPYPSGYPPNPSGYPGCPYPPGGPYPATTSSQYPSQPPVTTVGPSRDGTISEDTIRASLISAVSDKLRWRMKEEMDRAQAELNALKRTEEDLKKGHQKLEEMVTRLDQEVAEVDKNIELLKKKDEELSS.... Protein 2 (ENSG00000088808) has sequence MMPMILTVFLSNNEQILTEVPITPETTCRDVVEFCKEPGEGSCHLAEVWRGNERPIPFDHMMYEHLQKWGPRREEVKFFLRHEDSPTENSEQGGRQTQEQRTQRNVINVPGEKRTENGVGNPRVELTLSELQDMAARQQQQIENQQQMLVAKEQRLHFLKQQERRQQQSISENEKLQKLKERVEAQENKLKKIRAMRGQVDYSKIMNGNLSAEIERFSAMFQEKKQEVQTAILRVDQLSQQLEDLKKGKLNGFQSYNGKLTGPAAVELKRLYQELQIRNQLNQEQNSKLQQQKELLNKRN.... Result: 1 (the proteins interact). (4) Protein 1 (ENSG00000147364) has sequence MEKYSIMKSMNMHRKKGKRTILEMTQILKRHGYCTLGEAFNRLDFSSAIQDIRRFNYVVKLLQLIAKSQLTSLSGVAQKNYFNILDKIVQKVLDDHHNPRLIKDLLQDLSSTLCILIRGVGKSVLVGNINIWICRLETILAWQQQLQDLQMTKQVNNGLTLSDLPLHMLNNILYRFSDGWDIITLGQVTPTLYMLSEDRQLWKKLCQYHFAEKQFCRHLILSEKGHIEWKLMYFALQKHYPAKEQYGDTLHFCRHCSILFWKDSGHPCTAADPDSCFTPVSPQHFIDLFKF*MPFLGQDW.... Protein 2 (ENSG00000162493) has sequence MLTPLGKFSTAKFAVRLPRVWEARAPSLSGAPAPTPPAPPPSRSSRLGLWPRCFLIFPQLRILLLGPQESNNSTGTMWKVSALLFVLGSASLWVLAEGASTGQPEDDTETTGLEGGVAMPGAEDDVVTPGTSEDRYKSGLTTLVATSVNSVTGIRIEDLPTSESTVHAQEQSPSATASNVATSHSTEKVDGDTQTTVEKDGLSTVTLVGIIVGVLLAIGFIGAIIVVVMRKMSGRYSP*MPGAEDDVVTPGTSEDRYKSGLTTLVATSVNSVTGIRIEDLPTSESTVHAQEQSPSATASN.... Result: 0 (the proteins do not interact).